This data is from Full USPTO retrosynthesis dataset with 1.9M reactions from patents (1976-2016). The task is: Predict the reactants needed to synthesize the given product. (1) Given the product [NH:13]1[C:17]2[CH:18]=[CH:19][C:20]([NH:22][C:4]3[C:5](=[O:12])[C:6](=[O:11])[C:7]=3[O:8][CH2:9][CH3:10])=[CH:21][C:16]=2[N:15]=[CH:14]1, predict the reactants needed to synthesize it. The reactants are: C(O[C:4]1[C:5](=[O:12])[C:6](=[O:11])[C:7]=1[O:8][CH2:9][CH3:10])C.[N:13]1[C:17]2[CH:18]=[CH:19][C:20]([NH2:22])=[CH:21][C:16]=2[NH:15][CH:14]=1. (2) Given the product [Cl:8][C:18]1[O:14][C:15]([C:19]2[N:20]=[C:21]([NH2:29])[C:22]3[CH:27]=[C:26]([CH3:28])[S:25][C:23]=3[N:24]=2)=[CH:16][CH:17]=1, predict the reactants needed to synthesize it. The reactants are: C1C(=O)N([Cl:8])C(=O)C1.CN(C=O)C.[O:14]1[CH:18]=[CH:17][CH:16]=[C:15]1[C:19]1[N:20]=[C:21]([NH2:29])[C:22]2[CH:27]=[C:26]([CH3:28])[S:25][C:23]=2[N:24]=1. (3) The reactants are: CCN(C(C)C)C(C)C.[Cl:10][C:11]1[C:12]([C:30]2[CH:31]=[N:32][N:33]3[CH:38]=[CH:37][CH:36]=[CH:35][C:34]=23)=[N:13][C:14]([NH:17][C:18]2[CH:23]=[C:22]([N+:24]([O-:26])=[O:25])[C:21](F)=[CH:20][C:19]=2[O:28][CH3:29])=[N:15][CH:16]=1.Cl.Cl.[CH3:41][N:42]([CH3:47])[CH:43]1[CH2:46][NH:45][CH2:44]1.CN(C)C1CNC1. Given the product [Cl:10][C:11]1[C:12]([C:30]2[CH:31]=[N:32][N:33]3[CH:38]=[CH:37][CH:36]=[CH:35][C:34]=23)=[N:13][C:14]([NH:17][C:18]2[CH:23]=[C:22]([N+:24]([O-:26])=[O:25])[C:21]([N:45]3[CH2:46][CH:43]([N:42]([CH3:47])[CH3:41])[CH2:44]3)=[CH:20][C:19]=2[O:28][CH3:29])=[N:15][CH:16]=1, predict the reactants needed to synthesize it. (4) The reactants are: [Si]([O:8][C:9]1[CH:10]=[CH:11][C:12]([O:15][C:16]2[C:21]([CH3:22])=[CH:20][C:19](/[C:23](/[CH3:34])=[CH:24]/[C:25]([O:27][CH2:28][CH2:29][Si:30]([CH3:33])([CH3:32])[CH3:31])=[O:26])=[CH:18][C:17]=2[Cl:35])=[N:13][CH:14]=1)(C(C)(C)C)(C)C.CC1C=CC(S([O-])(=O)=O)=CC=1.C1C=C[NH+]=CC=1. Given the product [Cl:35][C:17]1[CH:18]=[C:19](/[C:23](/[CH3:34])=[CH:24]/[C:25]([O:27][CH2:28][CH2:29][Si:30]([CH3:33])([CH3:32])[CH3:31])=[O:26])[CH:20]=[C:21]([CH3:22])[C:16]=1[O:15][C:12]1[CH:11]=[CH:10][C:9]([OH:8])=[CH:14][N:13]=1, predict the reactants needed to synthesize it. (5) Given the product [CH3:1][O:2][C:3]([C:5]1[C:13]2[C:8](=[N:9][CH:10]=[C:11]([C:25]3[CH:26]=[CH:27][CH:28]=[CH:29][N:24]=3)[N:12]=2)[N:7]([CH2:15][O:16][CH2:17][CH2:18][Si:19]([CH3:22])([CH3:21])[CH3:20])[CH:6]=1)=[O:4], predict the reactants needed to synthesize it. The reactants are: [CH3:1][O:2][C:3]([C:5]1[C:13]2[C:8](=[N:9][CH:10]=[C:11](Br)[N:12]=2)[N:7]([CH2:15][O:16][CH2:17][CH2:18][Si:19]([CH3:22])([CH3:21])[CH3:20])[CH:6]=1)=[O:4].[Br-].[N:24]1[CH:29]=[CH:28][CH:27]=[CH:26][C:25]=1[Zn+]. (6) Given the product [NH2:7][CH2:8][CH2:9][O:10][N:11]1[C:12](=[O:21])[C:13]2[C:18](=[CH:17][CH:16]=[CH:15][CH:14]=2)[C:19]1=[O:20], predict the reactants needed to synthesize it. The reactants are: C(OC(=O)[NH:7][CH2:8][CH2:9][O:10][N:11]1[C:19](=[O:20])[C:18]2[C:13](=[CH:14][CH:15]=[CH:16][CH:17]=2)[C:12]1=[O:21])(C)(C)C. (7) Given the product [C:14]1([C:17]2[CH:18]=[CH:19][CH:20]=[CH:21][CH:22]=2)[CH:15]=[CH:16][C:11]([C:9]([N:7]([CH2:6][C:5]([OH:23])=[O:4])[CH3:8])=[O:10])=[CH:12][CH:13]=1, predict the reactants needed to synthesize it. The reactants are: [Li+].[OH-].C[O:4][C:5](=[O:23])[CH2:6][N:7]([C:9]([C:11]1[CH:16]=[CH:15][C:14]([C:17]2[CH:22]=[CH:21][CH:20]=[CH:19][CH:18]=2)=[CH:13][CH:12]=1)=[O:10])[CH3:8].O.Cl.